Dataset: Experimentally validated miRNA-target interactions with 360,000+ pairs, plus equal number of negative samples. Task: Binary Classification. Given a miRNA mature sequence and a target amino acid sequence, predict their likelihood of interaction. (1) The miRNA is hsa-miR-8054 with sequence GAAAGUACAGAUCGGAUGGGU. The protein sequence of the target gene is MSSEVSARRDAKKLVRSPSGLRMVPEHRAFGSPFGLEEPQWVPDKECRRCMQCDAKFDFLTRKHHCRRCGKCFCDRCCSQKVPLRRMCFVDPVRQCAECALVSLKEAEFYDKQLKVLLSGATFLVTFGNSEKPETMTCRLSNNQRYLFLDGDSHYEIEIVHISTVQILTEGFPPGGGNARATGMFLQYTVPGTEGVTQLKLTVVEDVTVGRRQAVAWLVAMHKAAKLLYESRDQ. Result: 1 (interaction). (2) The miRNA is hsa-miR-3960 with sequence GGCGGCGGCGGAGGCGGGGG. The protein sequence of the target gene is MASPRLGTFCCPTRDAATQLVLSFQPRAFHALCLGSGGLRLALGLLQLLPGRRPAGPGSPATSPPASVRILRAAAACDLLGCLGMVIRSTVWLGFPNFVDSVSDMNHTEIWPAAFCVGSAMWIQLLYSACFWWLFCYAVDAYLVIRRSAGLSTILLYHIMAWGLATLLCVEGAAMLYYPSVSRCERGLDHAIPHYVTMYLPLLLVLVANPILFQKTVTAVASLLKGRQGIYTENERRMGAVIKIRFFKIMLVLIICWLSNIINESLLFYLEMQTDINGGSLKPVRTAAKTTWFIMGILNP.... Result: 0 (no interaction).